The task is: Predict the reaction yield, written as a fraction of the theoretical maximum amount of product (1.0 means a 100% yield; for example, 0.34 means a 34% yield).. This data is from Reaction yield outcomes from USPTO patents with 853,638 reactions. (1) The reactants are [CH2:1]([N:3]1[C:7](O)=[N:6][C:5]([C:9]2[CH:10]=[N:11][CH:12]=[CH:13][CH:14]=2)=[N:4]1)[CH3:2].P(Br)(Br)([Br:17])=O.C(=O)(O)[O-].[Na+]. No catalyst specified. The product is [Br:17][C:7]1[N:3]([CH2:1][CH3:2])[N:4]=[C:5]([C:9]2[CH:10]=[N:11][CH:12]=[CH:13][CH:14]=2)[N:6]=1. The yield is 0.502. (2) The reactants are [N+:1]([O-:4])(O)=[O:2].[CH:5]1([C:8]2[N:13]=[C:12]([OH:14])[CH:11]=[C:10]([OH:15])[N:9]=2)[CH2:7][CH2:6]1. The catalyst is C(O)(=O)C. The product is [CH:5]1([C:8]2[N:13]=[C:12]([OH:14])[C:11]([N+:1]([O-:4])=[O:2])=[C:10]([OH:15])[N:9]=2)[CH2:7][CH2:6]1. The yield is 0.810. (3) The reactants are F[C:2](F)(F)[C:3]1[CH:4]=[C:5](NC(=O)N[C:6]2[CH:7]=[CH:8][C:3]([C:2]3SC(CCC(OC)=O)=NC=3)=[CH:4][CH:5]=2)[CH:6]=[CH:7][CH:8]=1.FC(F)(F)C1C=C([NH:40][C:41](=[O:63])[NH:42][C:43]2[CH:48]=[CH:47][C:46]([C:49]3[S:53][C:52]([CH:54]4[CH2:59][CH2:58][CH:57]([C:60]([OH:62])=[O:61])[CH2:56][CH2:55]4)=[N:51][CH:50]=3)=[CH:45][CH:44]=2)C=CC=1.N(C1C=CC(C)=CC=1)=[C:67]=O. No catalyst specified. The product is [C:3]1([CH3:2])[CH:4]=[CH:5][C:6]([NH:40][C:41](=[O:63])[NH:42][C:43]2[CH:44]=[CH:45][C:46]([C:49]3[S:53][C:52]([CH:54]4[CH2:59][CH2:58][CH:57]([C:60]([O:62][CH3:67])=[O:61])[CH2:56][CH2:55]4)=[N:51][CH:50]=3)=[CH:47][CH:48]=2)=[CH:7][CH:8]=1. The yield is 0.420. (4) The reactants are [CH:1]1([N:7]([CH:18]2[CH2:23][CH2:22][CH2:21][CH2:20][CH2:19]2)[C:8]([NH:10][C:11]2[S:12][C:13]([CH:16]=O)=[CH:14][N:15]=2)=[O:9])[CH2:6][CH2:5][CH2:4][CH2:3][CH2:2]1.C(O)(=O)C.[NH:28]1[CH2:33][CH2:32][O:31][CH2:30][CH2:29]1.C(O[BH-](OC(=O)C)OC(=O)C)(=O)C.[Na+]. No catalyst specified. The product is [CH:18]1([N:7]([CH:1]2[CH2:6][CH2:5][CH2:4][CH2:3][CH2:2]2)[C:8]([NH:10][C:11]2[S:12][C:13]([CH2:16][N:28]3[CH2:33][CH2:32][O:31][CH2:30][CH2:29]3)=[CH:14][N:15]=2)=[O:9])[CH2:19][CH2:20][CH2:21][CH2:22][CH2:23]1. The yield is 0.340. (5) The reactants are [C:1]([C:3]1[CH:31]=[CH:30][C:6]([C:7]([NH:9][NH:10][C:11](=[O:29])[C@H:12]([NH:16][C:17]2[CH:22]=[CH:21][C:20]([C:23]#[N:24])=[C:19]([C:25]([F:28])([F:27])[F:26])[CH:18]=2)[C@@H:13]([OH:15])[CH3:14])=[O:8])=[CH:5][CH:4]=1)#[N:2].N1C=CN=C1.[CH3:37][C:38]([Si:41](Cl)([CH3:43])[CH3:42])([CH3:40])[CH3:39]. The catalyst is CN(C=O)C. The product is [Si:41]([O:15][C@@H:13]([CH3:14])[C@@H:12]([NH:16][C:17]1[CH:22]=[CH:21][C:20]([C:23]#[N:24])=[C:19]([C:25]([F:28])([F:27])[F:26])[CH:18]=1)[C:11]([NH:10][NH:9][C:7](=[O:8])[C:6]1[CH:5]=[CH:4][C:3]([C:1]#[N:2])=[CH:31][CH:30]=1)=[O:29])([C:38]([CH3:40])([CH3:39])[CH3:37])([CH3:43])[CH3:42]. The yield is 0.560. (6) The reactants are [F:1][CH:2]([F:12])[O:3][C:4]1[C:5]([O:10]C)=[N:6][CH:7]=[CH:8][CH:9]=1.B(Br)(Br)Br.O.C(=O)(O)[O-].[Na+]. The catalyst is C(Cl)Cl.CCCCCCC. The product is [F:12][CH:2]([F:1])[O:3][C:4]1[C:5]([OH:10])=[N:6][CH:7]=[CH:8][CH:9]=1. The yield is 0.970. (7) The reactants are Br[C:2]1[C:3]([NH:9][C:10](=[O:13])[CH2:11]I)=[N:4][CH:5]=[C:6]([Br:8])[N:7]=1.C(N(C(C)C)CC)(C)C.[O:23]1[CH2:28][CH2:27][CH:26]([NH2:29])[CH2:25][CH2:24]1. The catalyst is C(#N)C. The product is [Br:8][C:6]1[N:7]=[C:2]2[N:29]([CH:26]3[CH2:27][CH2:28][O:23][CH2:24][CH2:25]3)[CH2:11][C:10](=[O:13])[NH:9][C:3]2=[N:4][CH:5]=1. The yield is 0.400. (8) The reactants are [Mg].[CH:2]1(Br)[CH2:7][CH2:6][CH2:5][CH2:4][CH2:3]1.[CH2:9]([O:11][C:12](=[O:18])[C:13](OCC)=[O:14])[CH3:10].Cl. The catalyst is C1COCC1. The product is [CH:2]1([C:13](=[O:14])[C:12]([O:11][CH2:9][CH3:10])=[O:18])[CH2:7][CH2:6][CH2:5][CH2:4][CH2:3]1. The yield is 0.600.